Dataset: Reaction yield outcomes from USPTO patents with 853,638 reactions. Task: Predict the reaction yield, written as a fraction of the theoretical maximum amount of product (1.0 means a 100% yield; for example, 0.34 means a 34% yield). (1) The reactants are [Cl:1][C:2]1[CH:3]=[C:4]([OH:12])[C:5](=[CH:10][CH:11]=1)[C:6]([O:8][CH3:9])=[O:7].S(=O)(=O)(O)O.[N+:18]([O-])([OH:20])=[O:19]. No catalyst specified. The product is [Cl:1][C:2]1[C:3]([N+:18]([O-:20])=[O:19])=[C:4]([OH:12])[C:5](=[CH:10][CH:11]=1)[C:6]([O:8][CH3:9])=[O:7]. The yield is 0.520. (2) The reactants are [CH3:1][C:2]1([CH3:14])[CH2:8][C:7](=O)[NH:6][C:5]2[CH:10]=[CH:11][CH:12]=[CH:13][C:4]=2[NH:3]1.COC1C=CC(P2(SP(C3C=CC(OC)=CC=3)(=S)S2)=[S:24])=CC=1. The catalyst is C1COCC1. The product is [CH3:1][C:2]1([CH3:14])[CH2:8][C:7](=[S:24])[NH:6][C:5]2[CH:10]=[CH:11][CH:12]=[CH:13][C:4]=2[NH:3]1. The yield is 0.790.